Dataset: Reaction yield outcomes from USPTO patents with 853,638 reactions. Task: Predict the reaction yield, written as a fraction of the theoretical maximum amount of product (1.0 means a 100% yield; for example, 0.34 means a 34% yield). (1) The reactants are [CH2:1]([O:3][C:4]([C:6]1[CH:10]=[C:9]([CH3:11])[N:8]([C:12]2[CH:20]=[CH:19][C:18]([N+:21]([O-:23])=[O:22])=[CH:17][C:13]=2[C:14]([OH:16])=O)[N:7]=1)=[O:5])[CH3:2].[CH2:24]1[C:33]2[C:28](=[CH:29][CH:30]=[CH:31][CH:32]=2)[CH2:27][C@@H:26]([CH2:34][OH:35])[NH:25]1.CCN=C=NCCCN(C)C.Cl.C1C=CC2N(O)N=NC=2C=1. The catalyst is CN(C=O)C.O. The product is [OH:35][CH2:34][C@@H:26]1[CH2:27][C:28]2[C:33](=[CH:32][CH:31]=[CH:30][CH:29]=2)[CH2:24][N:25]1[C:14]([C:13]1[CH:17]=[C:18]([N+:21]([O-:23])=[O:22])[CH:19]=[CH:20][C:12]=1[N:8]1[C:9]([CH3:11])=[CH:10][C:6]([C:4]([O:3][CH2:1][CH3:2])=[O:5])=[N:7]1)=[O:16]. The yield is 0.490. (2) The reactants are [Cl:1][C:2]1[CH:7]=[C:6]([Cl:8])[CH:5]=[CH:4][C:3]=1[CH:9]1[CH2:14][CH:13]([C:15]2[O:19][NH:18][C:17](=[O:20])[CH:16]=2)[CH2:12][CH2:11][N:10]1[C:21]([O:23][CH3:24])=[O:22]. The catalyst is C(#N)C. The product is [Cl:1][C:2]1[CH:7]=[C:6]([Cl:8])[CH:5]=[CH:4][C:3]=1[C@@H:9]1[CH2:14][C@H:13]([C:15]2[O:19][NH:18][C:17](=[O:20])[CH:16]=2)[CH2:12][CH2:11][N:10]1[C:21]([O:23][CH3:24])=[O:22]. The yield is 0.390. (3) The reactants are O=P(Cl)(Cl)Cl.[CH2:6]([N:13]1[CH2:30][CH2:29][C:16]2([C:21]3=[CH:22][CH:23]=[CH:24][N:20]3[C:19]3[CH:25]=[CH:26][CH:27]=[CH:28][C:18]=3[O:17]2)[CH2:15][CH2:14]1)[C:7]1[CH:12]=[CH:11][CH:10]=[CH:9][CH:8]=1.CN([CH:34]=[O:35])C. No catalyst specified. The product is [CH2:6]([N:13]1[CH2:30][CH2:29][C:16]2([O:17][C:18]3[CH:28]=[CH:27][CH:26]=[CH:25][C:19]=3[N:20]3[C:24]([CH:34]=[O:35])=[CH:23][CH:22]=[C:21]23)[CH2:15][CH2:14]1)[C:7]1[CH:12]=[CH:11][CH:10]=[CH:9][CH:8]=1. The yield is 0.860. (4) The reactants are C(OC([N:8]1[CH:12]=[C:11](B2OC(C)(C)C(C)(C)O2)[CH:10]=[N:9]1)=O)(C)(C)C.Br[C:23]1[CH:24]=[C:25]([C:30]2[C:31]([C:35]3[CH:40]=[CH:39][CH:38]=[C:37]([CH3:41])[N:36]=3)=[N:32][NH:33][CH:34]=2)[CH:26]=[CH:27][C:28]=1[F:29]. No catalyst specified. The product is [F:29][C:28]1[CH:23]=[CH:24][C:25]([C:30]2[C:31]([C:35]3[CH:40]=[CH:39][CH:38]=[C:37]([CH3:41])[N:36]=3)=[N:32][NH:33][CH:34]=2)=[CH:26][C:27]=1[C:11]1[CH:12]=[N:8][NH:9][CH:10]=1. The yield is 0.130. (5) The reactants are Br[C:2]1[CH:8]=[C:7]([N+:9]([O-:11])=[O:10])[CH:6]=[CH:5][C:3]=1[NH2:4].[C:12]([C:14]1[CH:19]=[CH:18][CH:17]=[CH:16][CH:15]=1)#[CH:13]. The catalyst is C(N(CC)CC)C.[Cu]I.Cl[Pd](Cl)([P](C1C=CC=CC=1)(C1C=CC=CC=1)C1C=CC=CC=1)[P](C1C=CC=CC=1)(C1C=CC=CC=1)C1C=CC=CC=1. The product is [N+:9]([C:7]1[CH:6]=[CH:5][C:3]([NH2:4])=[C:2]([C:13]#[C:12][C:14]2[CH:19]=[CH:18][CH:17]=[CH:16][CH:15]=2)[CH:8]=1)([O-:11])=[O:10]. The yield is 0.140. (6) The reactants are [NH2:1][C:2]1[C:3]([F:30])=[CH:4][C:5]([Cl:29])=[C:6]([C:8]2[C:9](=[O:28])[N:10]([CH2:26][CH3:27])[C:11]3[C:16]([CH:17]=2)=[CH:15][N:14]=[C:13]([NH:18][CH:19]2[CH2:24][CH2:23][N:22]([CH3:25])[CH2:21][CH2:20]2)[CH:12]=3)[CH:7]=1.N1C=CC=CC=1.[C:37]1([N:43]=[C:44]=[O:45])[CH:42]=[CH:41][CH:40]=[CH:39][CH:38]=1. The catalyst is C(Cl)Cl. The product is [Cl:29][C:5]1[C:6]([C:8]2[C:9](=[O:28])[N:10]([CH2:26][CH3:27])[C:11]3[C:16]([CH:17]=2)=[CH:15][N:14]=[C:13]([NH:18][CH:19]2[CH2:24][CH2:23][N:22]([CH3:25])[CH2:21][CH2:20]2)[CH:12]=3)=[CH:7][C:2]([NH:1][C:44]([NH:43][C:37]2[CH:42]=[CH:41][CH:40]=[CH:39][CH:38]=2)=[O:45])=[C:3]([F:30])[CH:4]=1. The yield is 0.470. (7) The reactants are [Br:1][C:2]1[C:3]([N:16]2[CH2:21][CH2:20][CH2:19][C@@H:18]([NH:22]C(=O)OC(C)(C)C)[CH2:17]2)=[C:4]2[C:10]([NH:11][C:12](=[O:15])[CH2:13][CH3:14])=[CH:9][NH:8][C:5]2=[N:6][CH:7]=1.C(O)(C(F)(F)F)=O.C(Cl)[Cl:38]. No catalyst specified. The product is [ClH:38].[NH2:22][C@@H:18]1[CH2:19][CH2:20][CH2:21][N:16]([C:3]2[C:2]([Br:1])=[CH:7][N:6]=[C:5]3[NH:8][CH:9]=[C:10]([NH:11][C:12](=[O:15])[CH2:13][CH3:14])[C:4]=23)[CH2:17]1. The yield is 0.779.